From a dataset of Merck oncology drug combination screen with 23,052 pairs across 39 cell lines. Regression. Given two drug SMILES strings and cell line genomic features, predict the synergy score measuring deviation from expected non-interaction effect. (1) Drug 1: C#Cc1cccc(Nc2ncnc3cc(OCCOC)c(OCCOC)cc23)c1. Drug 2: CC(C)CC(NC(=O)C(Cc1ccccc1)NC(=O)c1cnccn1)B(O)O. Cell line: RKO. Synergy scores: synergy=12.7. (2) Drug 1: N#Cc1ccc(Cn2cncc2CN2CCN(c3cccc(Cl)c3)C(=O)C2)cc1. Drug 2: Cn1nnc2c(C(N)=O)ncn2c1=O. Cell line: LNCAP. Synergy scores: synergy=0.792. (3) Drug 1: NC(=O)c1cccc2cn(-c3ccc(C4CCCNC4)cc3)nc12. Drug 2: CC1(c2nc3c(C(N)=O)cccc3[nH]2)CCCN1. Cell line: DLD1. Synergy scores: synergy=-1.51. (4) Synergy scores: synergy=-2.52. Cell line: NCIH460. Drug 1: CN1C(=O)C=CC2(C)C3CCC4(C)C(NC(=O)OCC(F)(F)F)CCC4C3CCC12. Drug 2: C=CCn1c(=O)c2cnc(Nc3ccc(N4CCN(C)CC4)cc3)nc2n1-c1cccc(C(C)(C)O)n1. (5) Drug 1: COc1cccc2c1C(=O)c1c(O)c3c(c(O)c1C2=O)CC(O)(C(=O)CO)CC3OC1CC(N)C(O)C(C)O1. Drug 2: CS(=O)(=O)CCNCc1ccc(-c2ccc3ncnc(Nc4ccc(OCc5cccc(F)c5)c(Cl)c4)c3c2)o1. Cell line: NCIH520. Synergy scores: synergy=-18.3. (6) Drug 1: CN1C(=O)C=CC2(C)C3CCC4(C)C(NC(=O)OCC(F)(F)F)CCC4C3CCC12. Drug 2: CNC(=O)c1cc(Oc2ccc(NC(=O)Nc3ccc(Cl)c(C(F)(F)F)c3)cc2)ccn1. Cell line: HT29. Synergy scores: synergy=3.54. (7) Cell line: PA1. Drug 2: CCc1cnn2c(NCc3ccc[n+]([O-])c3)cc(N3CCCCC3CCO)nc12. Drug 1: O=S1(=O)NC2(CN1CC(F)(F)F)C1CCC2Cc2cc(C=CCN3CCC(C(F)(F)F)CC3)ccc2C1. Synergy scores: synergy=-2.07. (8) Drug 1: CN1C(=O)C=CC2(C)C3CCC4(C)C(NC(=O)OCC(F)(F)F)CCC4C3CCC12. Drug 2: CNC(=O)c1cc(Oc2ccc(NC(=O)Nc3ccc(Cl)c(C(F)(F)F)c3)cc2)ccn1. Cell line: MSTO. Synergy scores: synergy=-7.74.